Predict which catalyst facilitates the given reaction. From a dataset of Catalyst prediction with 721,799 reactions and 888 catalyst types from USPTO. (1) Reactant: [CH3:1][C@H:2]1[CH2:7][N:6]([C:8]2[CH:13]=[CH:12][N:11]=[CH:10][C:9]=2[NH:14][C:15]([C:17]2[N:22]=[C:21]3[CH:23]=[C:24]([CH2:26][CH2:27][CH3:28])[O:25][C:20]3=[CH:19][CH:18]=2)=[O:16])[CH2:5][C@@H:4]([NH:29]C(=O)OC(C)(C)C)[CH2:3]1.C(O)(C(F)(F)F)=O.N. Product: [NH2:29][C@H:4]1[CH2:3][C@@H:2]([CH3:1])[CH2:7][N:6]([C:8]2[CH:13]=[CH:12][N:11]=[CH:10][C:9]=2[NH:14][C:15]([C:17]2[N:22]=[C:21]3[CH:23]=[C:24]([CH2:26][CH2:27][CH3:28])[O:25][C:20]3=[CH:19][CH:18]=2)=[O:16])[CH2:5]1. The catalyst class is: 2. (2) The catalyst class is: 156. Reactant: [N:1]1[CH:2]=[CH:3][N:4]2[CH:9]=[C:8]([CH2:10][O:11][C:12]3[CH:17]=[CH:16][NH:15][C:14](=[O:18])[CH:13]=3)[CH:7]=[CH:6][C:5]=12.Br[C:20]1[CH:21]=[CH:22][C:23]2[C:24]3[CH2:33][N:32]([C:34]([O:36][C:37]([CH3:40])([CH3:39])[CH3:38])=[O:35])[CH2:31][CH2:30][C:25]=3[N:26]([CH3:29])[C:27]=2[CH:28]=1.OC1C=CC=C2C=1N=CC=C2.C([O-])([O-])=O.[Cs+].[Cs+]. Product: [N:1]1[CH:2]=[CH:3][N:4]2[CH:9]=[C:8]([CH2:10][O:11][C:12]3[CH:17]=[CH:16][N:15]([C:20]4[CH:21]=[CH:22][C:23]5[C:24]6[CH2:33][N:32]([C:34]([O:36][C:37]([CH3:40])([CH3:39])[CH3:38])=[O:35])[CH2:31][CH2:30][C:25]=6[N:26]([CH3:29])[C:27]=5[CH:28]=4)[C:14](=[O:18])[CH:13]=3)[CH:7]=[CH:6][C:5]=12. (3) Reactant: [CH2:1]([O:3][C:4](=[O:18])[CH:5]([O:7][C:8]1[CH:13]=[CH:12][C:11]([C:14]([F:17])([F:16])[F:15])=[CH:10][CH:9]=1)[CH3:6])[CH3:2].[CH2:19]([O:26][C:27]1[CH:28]=[C:29]([CH:32]=[CH:33][CH:34]=1)[CH:30]=[O:31])[C:20]1[CH:25]=[CH:24][CH:23]=[CH:22][CH:21]=1.C(O)(=O)C. Product: [CH2:1]([O:3][C:4](=[O:18])[C:5]([CH3:6])([O:7][C:8]1[CH:13]=[CH:12][C:11]([C:14]([F:16])([F:15])[F:17])=[CH:10][CH:9]=1)[CH:30]([C:29]1[CH:32]=[CH:33][CH:34]=[C:27]([O:26][CH2:19][C:20]2[CH:21]=[CH:22][CH:23]=[CH:24][CH:25]=2)[CH:28]=1)[OH:31])[CH3:2]. The catalyst class is: 598. (4) Reactant: C(O[C:6](=O)[N:7]([CH2:9][C:10]1[NH:14][C:13]2[CH:15]=[CH:16][C:17]([C:19]3[C:27]4[C:22](=[CH:23][C:24]([F:28])=[CH:25][CH:26]=4)[NH:21][CH:20]=3)=[CH:18][C:12]=2[N:11]=1)C)(C)(C)C.Cl. Product: [F:28][C:24]1[CH:23]=[C:22]2[C:27]([C:19]([C:17]3[CH:16]=[CH:15][C:13]4[NH:14][C:10]([CH2:9][NH:7][CH3:6])=[N:11][C:12]=4[CH:18]=3)=[CH:20][NH:21]2)=[CH:26][CH:25]=1. The catalyst class is: 1. (5) Reactant: [Br:1][C:2]1[CH:20]=[CH:19][C:5]([O:6][CH2:7][CH:8]2[CH2:11][N:10](C(OC(C)(C)C)=O)[CH2:9]2)=[CH:4][CH:3]=1.C(O)(C(F)(F)F)=O. Product: [Br:1][C:2]1[CH:3]=[CH:4][C:5]([O:6][CH2:7][CH:8]2[CH2:9][NH:10][CH2:11]2)=[CH:19][CH:20]=1. The catalyst class is: 2. (6) Reactant: [F:1][C:2]([F:16])([F:15])[CH2:3][O:4][C:5]1[C:10]2[C:11]([OH:14])=[N:12][O:13][C:9]=2[CH:8]=[CH:7][CH:6]=1.O[CH2:18][CH:19]1[CH2:24][CH2:23][N:22]([CH2:25][C:26]2([C:32]([O:34][CH3:35])=[O:33])[CH2:31][CH2:30][O:29][CH2:28][CH2:27]2)[CH2:21][CH2:20]1.C(CP(CCCC)(CCCC)CCCC)#N. Product: [F:16][C:2]([F:1])([F:15])[CH2:3][O:4][C:5]1[C:10]2[C:11]([O:14][CH2:18][CH:19]3[CH2:24][CH2:23][N:22]([CH2:25][C:26]4([C:32]([O:34][CH3:35])=[O:33])[CH2:31][CH2:30][O:29][CH2:28][CH2:27]4)[CH2:21][CH2:20]3)=[N:12][O:13][C:9]=2[CH:8]=[CH:7][CH:6]=1. The catalyst class is: 11. (7) Reactant: CS(C)=O.C(Cl)(=O)C(Cl)=O.[OH:11][CH:12]([C:37]1[C:46]2[C:41](=[CH:42][CH:43]=[C:44]([O:47][CH3:48])[CH:45]=2)[N:40]=[CH:39][C:38]=1[F:49])[CH2:13][CH2:14][CH:15]1[CH2:20][CH2:19][N:18]([CH2:21][CH2:22][S:23][C:24]2[CH:29]=[C:28]([F:30])[CH:27]=[CH:26][C:25]=2[F:31])[CH2:17][CH:16]1[CH2:32][C:33]([O:35][CH3:36])=[O:34].C(N(CC)CC)C. Product: [O:11]=[C:12]([C:37]1[C:46]2[C:41](=[CH:42][CH:43]=[C:44]([O:47][CH3:48])[CH:45]=2)[N:40]=[CH:39][C:38]=1[F:49])[CH2:13][CH2:14][CH:15]1[CH2:20][CH2:19][N:18]([CH2:21][CH2:22][S:23][C:24]2[CH:29]=[C:28]([F:30])[CH:27]=[CH:26][C:25]=2[F:31])[CH2:17][CH:16]1[CH2:32][C:33]([O:35][CH3:36])=[O:34]. The catalyst class is: 46.